Dataset: Forward reaction prediction with 1.9M reactions from USPTO patents (1976-2016). Task: Predict the product of the given reaction. (1) Given the reactants [CH3:1][C@@H:2]([C@@H:8]1[C@@:12]2([CH3:27])[CH2:13][CH2:14][C@@H:15]3[C@@:20]4([CH3:26])[CH2:21][CH2:22][C@@H:23](O)[CH2:24][C@H:19]4[CH2:18][CH2:17][C@H:16]3[C@@H:11]2[CH2:10][CH2:9]1)[CH2:3][CH2:4][C:5]([OH:7])=[O:6].C(N(CC)CC)C.[C:35](Cl)(=[O:37])[CH3:36], predict the reaction product. The product is: [C:35]([C@@H:23]1[CH2:22][CH2:21][C@@:20]2([CH3:26])[CH:19]([CH2:18][CH2:17][C@@H:16]3[C@@H:15]2[CH2:14][CH2:13][C@@:12]2([CH3:27])[C@H:11]3[CH2:10][CH2:9][C@@H:8]2[C@H:2]([CH3:1])[CH2:3][CH2:4][C:5]([OH:7])=[O:6])[CH2:24]1)(=[O:37])[CH3:36]. (2) The product is: [CH2:1]([N:3]([C:12]1[CH:13]=[CH:14][C:15]([CH3:28])=[C:16]2[C:20]=1[NH:19][C:18]([C:21]1[S:22][C:23]([CH2:26][OH:27])=[CH:24][N:25]=1)=[CH:17]2)[S:4]([C:7]1[S:8][CH:9]=[CH:10][CH:11]=1)(=[O:5])=[O:6])[CH3:2]. Given the reactants [CH2:1]([N:3]([C:12]1[CH:13]=[CH:14][C:15]([CH3:28])=[C:16]2[C:20]=1[NH:19][C:18]([C:21]1[S:22][C:23]([CH:26]=[O:27])=[CH:24][N:25]=1)=[CH:17]2)[S:4]([C:7]1[S:8][CH:9]=[CH:10][CH:11]=1)(=[O:6])=[O:5])[CH3:2].CO.[BH4-].[Na+].C(O)(=O)CC(CC(O)=O)(C(O)=O)O, predict the reaction product. (3) Given the reactants Cl[C:2]([O:4][CH3:5])=[O:3].[NH2:6][C:7]1[CH:12]=[CH:11][CH:10]=[CH:9][C:8]=1[C:13](=[C:27]1[CH2:32][CH2:31][N:30]([CH2:33][CH2:34][CH2:35][CH3:36])[CH2:29][CH2:28]1)[C:14]1[CH:26]=[CH:25][C:17]([C:18]([N:20]([CH2:23][CH3:24])[CH2:21][CH3:22])=[O:19])=[CH:16][CH:15]=1.C(O)(C(F)(F)F)=O, predict the reaction product. The product is: [CH3:5][O:4][C:2](=[O:3])[NH:6][C:7]1[CH:12]=[CH:11][CH:10]=[CH:9][C:8]=1[C:13](=[C:27]1[CH2:32][CH2:31][N:30]([CH2:33][CH2:34][CH2:35][CH3:36])[CH2:29][CH2:28]1)[C:14]1[CH:26]=[CH:25][C:17]([C:18]([N:20]([CH2:23][CH3:24])[CH2:21][CH3:22])=[O:19])=[CH:16][CH:15]=1. (4) The product is: [CH2:1]([O:3][C:4]1[CH:5]=[C:6]([C:10](=[O:18])[CH2:11][CH2:12][C:13]([OH:15])=[O:14])[CH:7]=[CH:8][CH:9]=1)[CH3:2]. Given the reactants [CH2:1]([O:3][C:4]1[CH:5]=[C:6]([C:10](=[O:18])[CH2:11][CH2:12][C:13]([O:15]CC)=[O:14])[CH:7]=[CH:8][CH:9]=1)[CH3:2].[OH-].[Na+], predict the reaction product. (5) The product is: [ClH:1].[NH2:8][C:6]1[N:5]=[C:4]([NH2:9])[CH:3]=[C:2]([C:16]2[CH:17]=[CH:18][C:13]([C:10]([OH:12])=[O:11])=[CH:14][CH:15]=2)[N:7]=1. Given the reactants [Cl:1][C:2]1[N:7]=[C:6]([NH2:8])[N:5]=[C:4]([NH2:9])[CH:3]=1.[C:10]([C:13]1[CH:18]=[CH:17][C:16](B(O)O)=[CH:15][CH:14]=1)([OH:12])=[O:11].C(O)C.C(=O)([O-])[O-].[Na+].[Na+], predict the reaction product. (6) Given the reactants [CH2:1]([C:4]1[CH:9]=[CH:8][C:7]([C:10]([F:13])([F:12])[F:11])=[CH:6][C:5]=1[S:14]([NH2:17])(=[O:16])=[O:15])[CH:2]=[CH2:3].C(=O)([O-])[O-].[K+].[K+].II, predict the reaction product. The product is: [F:11][C:10]([F:13])([F:12])[C:7]1[CH:8]=[CH:9][C:4]2[CH2:1][CH:2]3[CH2:3][N:17]3[S:14](=[O:16])(=[O:15])[C:5]=2[CH:6]=1. (7) Given the reactants [CH2:1]([NH:8][C:9](=[O:17])[CH:10]([N:14]=[N+]=[N-])[CH2:11][O:12][CH3:13])[C:2]1[CH:7]=[CH:6][CH:5]=[CH:4][CH:3]=1.[H][H].C1(C)C=CC=CC=1, predict the reaction product. The product is: [CH2:1]([NH:8][C:9](=[O:17])[CH:10]([NH2:14])[CH2:11][O:12][CH3:13])[C:2]1[CH:7]=[CH:6][CH:5]=[CH:4][CH:3]=1. (8) Given the reactants [CH3:1][C:2]([S@:5]([NH2:7])=[O:6])([CH3:4])[CH3:3].[CH:8](=O)[C:9]1[CH:14]=[CH:13][CH:12]=[CH:11][CH:10]=1, predict the reaction product. The product is: [CH:8](=[N:7]/[S@@:5]([C:2]([CH3:4])([CH3:3])[CH3:1])=[O:6])\[C:9]1[CH:14]=[CH:13][CH:12]=[CH:11][CH:10]=1. (9) The product is: [CH3:1][O:2][C:3](=[O:19])[CH2:4][O:5][C:6]1[CH:11]=[CH:10][C:9]([O:12][CH2:13][CH2:14][C:15]2[S:17][CH:21]=[C:22]([C:24]3[CH:29]=[CH:28][C:27]([C:30]([F:31])([F:32])[F:33])=[CH:26][CH:25]=3)[N:16]=2)=[CH:8][C:7]=1[CH3:18]. Given the reactants [CH3:1][O:2][C:3](=[O:19])[CH2:4][O:5][C:6]1[CH:11]=[CH:10][C:9]([O:12][CH2:13][CH2:14][C:15](=[S:17])[NH2:16])=[CH:8][C:7]=1[CH3:18].Br[CH2:21][C:22]([C:24]1[CH:29]=[CH:28][C:27]([C:30]([F:33])([F:32])[F:31])=[CH:26][CH:25]=1)=O, predict the reaction product.